Dataset: Full USPTO retrosynthesis dataset with 1.9M reactions from patents (1976-2016). Task: Predict the reactants needed to synthesize the given product. (1) Given the product [Cl:13][CH2:9][C:4]1[CH:5]=[N:6][CH:7]=[CH:8][C:3]=1[O:2][CH3:1], predict the reactants needed to synthesize it. The reactants are: [CH3:1][O:2][C:3]1[CH:8]=[CH:7][N:6]=[CH:5][C:4]=1[CH2:9]O.S(Cl)([Cl:13])=O. (2) Given the product [CH:1]([O:30][C:29](=[O:31])[CH2:28][O:27][CH2:26][C:25]#[C:24][CH2:23][N:17]1[C:18](=[O:22])[CH2:19][CH2:20][CH2:21][C@@H:16]1/[CH:15]=[CH:14]/[CH:13]([OH:12])[CH2:32][C:33]1[CH:34]=[CH:35][CH:36]=[CH:37][CH:38]=1)([CH3:11])[CH3:2], predict the reactants needed to synthesize it. The reactants are: [CH2:1]1[CH2:11]CN2C(=NCCC2)C[CH2:2]1.[OH:12][CH:13]([CH2:32][C:33]1[CH:38]=[CH:37][CH:36]=[CH:35][CH:34]=1)/[CH:14]=[CH:15]/[C@H:16]1[CH2:21][CH2:20][CH2:19][C:18](=[O:22])[N:17]1[CH2:23][C:24]#[C:25][CH2:26][O:27][CH2:28][C:29]([OH:31])=[O:30].IC(C)C. (3) The reactants are: [NH2:1][C:2]1[CH:10]=[CH:9][C:8]([Cl:11])=[C:7]2[C:3]=1[CH:4]=[N:5][N:6]2[C:12](=[O:14])[CH3:13].FC(F)(F)S(O[C:21]1[C:29]2[C:24](=[CH:25][N:26]=[CH:27][CH:28]=2)[O:23][C:22]=1[C:30]1[N:35]=[CH:34][CH:33]=[CH:32][N:31]=1)(=O)=O.P([O-])([O-])([O-])=O.[K+].[K+].[K+].CC1(C)C2C(=C(P(C3C=CC=CC=3)C3C=CC=CC=3)C=CC=2)OC2C(P(C3C=CC=CC=3)C3C=CC=CC=3)=CC=CC1=2. Given the product [Cl:11][C:8]1[CH:9]=[CH:10][C:2]([NH:1][C:21]2[C:29]3[C:24](=[CH:25][N:26]=[CH:27][CH:28]=3)[O:23][C:22]=2[C:30]2[N:35]=[CH:34][CH:33]=[CH:32][N:31]=2)=[C:3]2[C:7]=1[N:6]([C:12](=[O:14])[CH3:13])[N:5]=[CH:4]2, predict the reactants needed to synthesize it. (4) The reactants are: [CH2:1]([C:3]([OH:35])([CH2:33][CH3:34])/[CH:4]=[CH:5]/[C:6]1[CH:11]=[CH:10][C:9]([C:12]([CH2:30][CH3:31])([C:15]2[CH:20]=[CH:19][C:18](B3OC(C)(C)C(C)(C)O3)=[CH:17][CH:16]=2)[CH2:13][CH3:14])=[CH:8][C:7]=1[CH3:32])[CH3:2].[CH2:36]([O:38][C:39](=[O:48])[CH2:40][C:41]1[CH:42]=[N:43][C:44](Cl)=[CH:45][CH:46]=1)[CH3:37].P([O-])([O-])([O-])=O.[K+].[K+].[K+]. Given the product [CH2:36]([O:38][C:39](=[O:48])[CH2:40][C:41]1[CH:42]=[N:43][C:44]([C:18]2[CH:17]=[CH:16][C:15]([C:12]([CH2:30][CH3:31])([C:9]3[CH:10]=[CH:11][C:6](/[CH:5]=[CH:4]/[C:3]([CH2:33][CH3:34])([OH:35])[CH2:1][CH3:2])=[C:7]([CH3:32])[CH:8]=3)[CH2:13][CH3:14])=[CH:20][CH:19]=2)=[CH:45][CH:46]=1)[CH3:37], predict the reactants needed to synthesize it. (5) Given the product [Cl:16][C:11]1[CH:10]=[C:9]2[C:14]([CH:15]=[C:6]([C:4]([OH:5])=[O:3])[C:7]([CH3:17])=[N:8]2)=[CH:13][CH:12]=1, predict the reactants needed to synthesize it. The reactants are: C([O:3][C:4]([C:6]1[C:7]([CH3:17])=[N:8][C:9]2[C:14]([CH:15]=1)=[CH:13][CH:12]=[C:11]([Cl:16])[CH:10]=2)=[O:5])C.[OH-].[Li+]. (6) Given the product [OH:1][CH2:2][CH2:3][CH2:4][CH2:5][NH:6][C:7]([C:9]1[N:10]=[N:11][C:12]([N:19]2[CH2:20][CH2:21][N:16]([C:22](=[O:23])[C:24]3[CH:29]=[CH:28][CH:27]=[CH:26][C:25]=3[C:30]([F:33])([F:31])[F:32])[CH2:17][CH2:18]2)=[CH:13][CH:14]=1)=[O:8], predict the reactants needed to synthesize it. The reactants are: [OH:1][CH2:2][CH2:3][CH2:4][CH2:5][NH:6][C:7]([C:9]1[N:10]=[N:11][C:12](Cl)=[CH:13][CH:14]=1)=[O:8].[N:16]1([C:22]([C:24]2[CH:29]=[CH:28][CH:27]=[CH:26][C:25]=2[C:30]([F:33])([F:32])[F:31])=[O:23])[CH2:21][CH2:20][NH:19][CH2:18][CH2:17]1. (7) Given the product [CH:2]([C:4]1[CH:9]=[CH:8][C:7]([CH2:10][C:11]([OH:13])=[O:12])=[C:6]([N+:21]([O-:23])=[O:22])[CH:5]=1)=[O:3], predict the reactants needed to synthesize it. The reactants are: Cl.[CH:2]([C:4]1[CH:9]=[CH:8][C:7]([CH:10](C(OCC)=O)[C:11]([O:13]CC)=[O:12])=[C:6]([N+:21]([O-:23])=[O:22])[CH:5]=1)=[O:3].